This data is from Experimentally validated miRNA-target interactions with 360,000+ pairs, plus equal number of negative samples. The task is: Binary Classification. Given a miRNA mature sequence and a target amino acid sequence, predict their likelihood of interaction. (1) The miRNA is hsa-miR-6735-5p with sequence CAGGGCAGAGGGCACAGGAAUCUGA. The protein sequence of the target gene is MADPQAGSAAGDWEIDVESLELEEDVCGAPRSTPPGPSPPPADGDCEDDEDDDGVDEDAEEEGDGEEAGASPGMPGQPEQRGGPQPRPPLAPQASPAGTGPRERCTPAGGGAEPRKLSRTPKCARCRNHGVVSCLKGHKRFCRWRDCQCANCLLVVERQRVMAAQVALRRQQATEDKKGLSGKQNNFERKAVYQRQVRAPSLLAKSILEGYRPIPAETYVGGTFPLPPPVSDRMRKRRAFADKELENIMLEREYKEREMLETSQAAALFLPNRMVPGPDYNSYKSAYSPSPVEPPSKDFC.... Result: 0 (no interaction). (2) The miRNA is hsa-miR-5001-3p with sequence UUCUGCCUCUGUCCAGGUCCUU. The protein sequence of the target gene is MWTADEIAQLCYEHYGIRLPKKGKPEPNHEWTLLAAVVKIQSPADKACDTPDKPVQVTKEVVSMGTGTKCIGQSKMRKNGDILNDSHAEVIARRSFQRYLLHQLQLAATLKEDSIFVPGTQKGVWKLRRDLIFVFFSSHTPCGDASIIPMLEFEDQPCCPVFRNWAHNSSVEASSNLEAPGNERKCEDPDSPVTKKMRLEPGTAAREVTNGAAHHQSFGKQKSGPISPGIHSCDLTVEGLATVTRIAPGSAKVIDVYRTGAKCVPGEAGDSGKPGAAFHQVGLLRVKPGRGDRTRSMSCS.... Result: 1 (interaction).